From a dataset of Full USPTO retrosynthesis dataset with 1.9M reactions from patents (1976-2016). Predict the reactants needed to synthesize the given product. (1) The reactants are: Cl[C:2]1[N:7]=[C:6]([NH:8][C:9]2[CH:14]=[CH:13][C:12]([F:15])=[C:11]([Cl:16])[CH:10]=2)[CH:5]=[CH:4][N:3]=1.[F:17][C:18]1[CH:24]=[CH:23][C:21]([NH2:22])=[CH:20][CH:19]=1.FC(F)(F)C(O)=O.C(N(CC)CC)C. Given the product [Cl:16][C:11]1[CH:10]=[C:9]([NH:8][C:6]2[CH:5]=[CH:4][N:3]=[C:2]([NH:22][C:21]3[CH:23]=[CH:24][C:18]([F:17])=[CH:19][CH:20]=3)[N:7]=2)[CH:14]=[CH:13][C:12]=1[F:15], predict the reactants needed to synthesize it. (2) Given the product [Cl:19][C:18]1[CH:17]=[C:14]([CH2:9][C:10]([Cl:1])=[O:5])[CH:13]=[CH:12][CH:11]=1, predict the reactants needed to synthesize it. The reactants are: [Cl-:1].[Al+3].[Cl-].[Cl-].[O:5]1[C:10]2[CH:11]=[CH:12][CH:13]=[CH:14][C:9]=2NC(=O)C1.Cl[CH2:17][CH2:18][Cl:19]. (3) Given the product [CH3:1][O:2][C:3](=[O:29])/[CH:4]=[CH:5]/[C:6]1[CH:7]=[C:8]2[C:25](=[CH:26][CH:27]=1)[O:24][C:11]1([CH2:16][CH2:15][CH2:14][N:13]([CH2:30][C:31]3[CH:36]=[CH:35][CH:34]=[CH:33][CH:32]=3)[CH2:12]1)[CH2:10][C:9]2=[O:28], predict the reactants needed to synthesize it. The reactants are: [CH3:1][O:2][C:3](=[O:29])/[CH:4]=[CH:5]/[C:6]1[CH:7]=[C:8]2[C:25](=[CH:26][CH:27]=1)[O:24][C:11]1([CH2:16][CH2:15][CH2:14][N:13](C(OC(C)(C)C)=O)[CH2:12]1)[CH2:10][C:9]2=[O:28].[CH:30](=O)[C:31]1[CH:36]=[CH:35][CH:34]=[CH:33][CH:32]=1.[BH-](OC(C)=O)(OC(C)=O)OC(C)=O.[Na+].N. (4) The reactants are: [Br:1][C:2]1[CH:3]=[C:4]([CH:10]=[CH:11][CH:12]=1)[CH2:5][O:6][CH2:7][CH2:8][OH:9].N1C=CN=C1.[C:18]([Si:22]([CH3:25])([CH3:24])Cl)([CH3:21])([CH3:20])[CH3:19]. Given the product [Br:1][C:2]1[CH:3]=[C:4]([CH:10]=[CH:11][CH:12]=1)[CH2:5][O:6][CH2:7][CH2:8][O:9][Si:22]([C:18]([CH3:21])([CH3:20])[CH3:19])([CH3:25])[CH3:24], predict the reactants needed to synthesize it. (5) Given the product [C:1]1([C:7]#[C:8][CH:9]2[CH2:10][CH2:11][N:12]([CH2:20][CH2:21][NH2:23])[CH2:13][CH2:14]2)[CH:6]=[CH:5][CH:4]=[CH:3][CH:2]=1, predict the reactants needed to synthesize it. The reactants are: [C:1]1([C:7]#[C:8][CH:9]2[CH2:14][CH2:13][NH:12][CH2:11][CH2:10]2)[CH:6]=[CH:5][CH:4]=[CH:3][CH:2]=1.BrCCC1C=CC=[C:20]2[C:21]([NH:23]C(=O)C=12)=O.C([O-])([O-])=O.[K+].[K+]. (6) Given the product [CH3:1][NH:2][S:3]([C:6]1[CH:7]=[C:8]2[C:12](=[CH:13][CH:14]=1)[NH:11][C:10](=[O:15])[C:9]2=[CH:25][C:18]1[C:19]2[C:24](=[CH:23][CH:22]=[CH:21][CH:20]=2)[NH:16][CH:17]=1)(=[O:5])=[O:4], predict the reactants needed to synthesize it. The reactants are: [CH3:1][NH:2][S:3]([C:6]1[CH:7]=[C:8]2[C:12](=[CH:13][CH:14]=1)[NH:11][C:10](=[O:15])[CH2:9]2)(=[O:5])=[O:4].[NH:16]1[C:24]2[C:19](=[CH:20][CH:21]=[CH:22][CH:23]=2)[C:18]([CH:25]=O)=[CH:17]1. (7) Given the product [C:4]([O:3][C:1]([N:8]1[CH2:12][CH2:11][C@H:10]([O:13][S:15]([CH3:14])(=[O:17])=[O:16])[CH2:9]1)=[O:2])([CH3:7])([CH3:6])[CH3:5], predict the reactants needed to synthesize it. The reactants are: [C:1]([N:8]1[CH2:12][CH2:11][C@H:10]([OH:13])[CH2:9]1)([O:3][C:4]([CH3:7])([CH3:6])[CH3:5])=[O:2].[CH3:14][S:15](Cl)(=[O:17])=[O:16].O.